This data is from NCI-60 drug combinations with 297,098 pairs across 59 cell lines. The task is: Regression. Given two drug SMILES strings and cell line genomic features, predict the synergy score measuring deviation from expected non-interaction effect. (1) Drug 1: CC1C(C(=O)NC(C(=O)N2CCCC2C(=O)N(CC(=O)N(C(C(=O)O1)C(C)C)C)C)C(C)C)NC(=O)C3=C4C(=C(C=C3)C)OC5=C(C(=O)C(=C(C5=N4)C(=O)NC6C(OC(=O)C(N(C(=O)CN(C(=O)C7CCCN7C(=O)C(NC6=O)C(C)C)C)C)C(C)C)C)N)C. Drug 2: CC(C)(C#N)C1=CC(=CC(=C1)CN2C=NC=N2)C(C)(C)C#N. Cell line: SNB-75. Synergy scores: CSS=9.27, Synergy_ZIP=-1.62, Synergy_Bliss=1.76, Synergy_Loewe=-4.51, Synergy_HSA=1.03. (2) Drug 1: CC(C)NC(=O)C1=CC=C(C=C1)CNNC.Cl. Drug 2: CC12CCC3C(C1CCC2OP(=O)(O)O)CCC4=C3C=CC(=C4)OC(=O)N(CCCl)CCCl.[Na+]. Cell line: MOLT-4. Synergy scores: CSS=19.3, Synergy_ZIP=-2.04, Synergy_Bliss=-1.57, Synergy_Loewe=-22.4, Synergy_HSA=-2.15. (3) Drug 1: CN(C)C1=NC(=NC(=N1)N(C)C)N(C)C. Drug 2: C1=NC(=NC(=O)N1C2C(C(C(O2)CO)O)O)N. Cell line: BT-549. Synergy scores: CSS=1.19, Synergy_ZIP=-0.969, Synergy_Bliss=2.91, Synergy_Loewe=-12.4, Synergy_HSA=-2.46. (4) Drug 1: CC1=CC=C(C=C1)C2=CC(=NN2C3=CC=C(C=C3)S(=O)(=O)N)C(F)(F)F. Drug 2: CNC(=O)C1=NC=CC(=C1)OC2=CC=C(C=C2)NC(=O)NC3=CC(=C(C=C3)Cl)C(F)(F)F. Cell line: MALME-3M. Synergy scores: CSS=-2.95, Synergy_ZIP=1.37, Synergy_Bliss=-0.148, Synergy_Loewe=-2.02, Synergy_HSA=-2.65. (5) Drug 1: C1CC(=O)NC(=O)C1N2CC3=C(C2=O)C=CC=C3N. Drug 2: CC1=CC2C(CCC3(C2CCC3(C(=O)C)OC(=O)C)C)C4(C1=CC(=O)CC4)C. Cell line: SNB-75. Synergy scores: CSS=-1.08, Synergy_ZIP=0.964, Synergy_Bliss=-2.54, Synergy_Loewe=-6.27, Synergy_HSA=-7.68. (6) Drug 1: COC1=CC(=CC(=C1O)OC)C2C3C(COC3=O)C(C4=CC5=C(C=C24)OCO5)OC6C(C(C7C(O6)COC(O7)C8=CC=CS8)O)O. Drug 2: C1=C(C(=O)NC(=O)N1)F. Cell line: HCT-15. Synergy scores: CSS=53.6, Synergy_ZIP=-6.57, Synergy_Bliss=-10.3, Synergy_Loewe=-7.06, Synergy_HSA=-4.74. (7) Drug 1: CC12CCC(CC1=CCC3C2CCC4(C3CC=C4C5=CN=CC=C5)C)O. Drug 2: C1=NC2=C(N=C(N=C2N1C3C(C(C(O3)CO)O)F)Cl)N. Cell line: HT29. Synergy scores: CSS=32.4, Synergy_ZIP=-2.73, Synergy_Bliss=-1.63, Synergy_Loewe=-8.08, Synergy_HSA=-2.75.